From a dataset of Forward reaction prediction with 1.9M reactions from USPTO patents (1976-2016). Predict the product of the given reaction. (1) Given the reactants Cl.[Cl:2][C:3]1[CH:8]=[CH:7][CH:6]=[CH:5][C:4]=1[C:9]1[C:25]([C:26]2[CH:31]=[CH:30][C:29]([Cl:32])=[CH:28][CH:27]=2)=[C:12]2[N:13]=[C:14]([CH3:24])[N:15]=[C:16]([N:17]3[CH2:22][C@@H:21]4[CH2:23][C@H:18]3[CH2:19][NH:20]4)[N:11]2[N:10]=1.C(N(C(C)C)CC)(C)C.[CH2:42]([S:44](Cl)(=[O:46])=[O:45])[CH3:43], predict the reaction product. The product is: [Cl:2][C:3]1[CH:8]=[CH:7][CH:6]=[CH:5][C:4]=1[C:9]1[C:25]([C:26]2[CH:27]=[CH:28][C:29]([Cl:32])=[CH:30][CH:31]=2)=[C:12]2[N:13]=[C:14]([CH3:24])[N:15]=[C:16]([N:17]3[CH2:22][C@@H:21]4[CH2:23][C@H:18]3[CH2:19][N:20]4[S:44]([CH2:42][CH3:43])(=[O:46])=[O:45])[N:11]2[N:10]=1. (2) Given the reactants Cl[C:2]1[C:3](=[O:15])[N:4]([CH:9]2[CH2:14][CH2:13][CH2:12][CH2:11][O:10]2)[N:5]=[CH:6][C:7]=1Cl.[Br:16][C:17]1[CH:22]=[CH:21][C:20]([C:23]2[CH:27]=[C:26]([CH3:28])[NH:25][N:24]=2)=[CH:19][CH:18]=1.C(=O)([O-])[O-].[K+].[K+], predict the reaction product. The product is: [Br:16][C:17]1[CH:18]=[CH:19][C:20]([C:23]2[CH:27]=[C:26]([CH3:28])[N:25]([C:2]3[C:3](=[O:15])[N:4]([CH:9]4[CH2:14][CH2:13][CH2:12][CH2:11][O:10]4)[N:5]=[CH:6][C:7]=3[N:25]3[C:26]([CH3:28])=[CH:27][C:23]([C:20]4[CH:21]=[CH:22][C:17]([Br:16])=[CH:18][CH:19]=4)=[N:24]3)[N:24]=2)=[CH:21][CH:22]=1. (3) Given the reactants [Cl:1][C:2]1[CH:3]=[CH:4][C:5]([NH:8][CH:9]=O)=[N:6][CH:7]=1.[Cl:11][C:12]1[N:20]=[C:19]2[C:15]([N:16]=[CH:17][N:18]2[CH3:21])=C(Cl)[N:13]=1, predict the reaction product. The product is: [Cl:11][C:12]1[N:20]=[C:19]2[C:15]([N:16]=[CH:17][N:18]2[CH3:21])=[C:9]([NH:8][C:5]2[CH:4]=[CH:3][C:2]([Cl:1])=[CH:7][N:6]=2)[N:13]=1. (4) Given the reactants ClC1N=C(N2C(C)=CC(C)=N2)N=C(N)C=1.C(Cl)(=O)C(C)C.[Cl:22][C:23]1[N:28]=[C:27]([N:29]2[C:33](C)=[CH:32][C:31](C)=[N:30]2)[N:26]=[C:25]([NH:36][C:37](=[O:42])[CH2:38][CH:39]([CH3:41])[CH3:40])[CH:24]=1, predict the reaction product. The product is: [Cl:22][C:23]1[N:28]=[C:27]([N:29]2[CH:33]=[CH:32][CH:31]=[N:30]2)[N:26]=[C:25]([NH:36][C:37](=[O:42])[CH2:38][CH:39]([CH3:40])[CH3:41])[CH:24]=1. (5) Given the reactants C1C(=O)N(Cl)C(=O)C1.[CH:9]1[C:26]2[C:27]3[C:32]4[C:11](=[CH:12][CH:13]=[C:14]5[C:31]=4[C:30]4[C:17](=[CH:18][CH:19]=[C:20]6[C:29]=4[C:28]=3[C:23](=[CH:24][CH:25]=2)[CH:22]=[CH:21]6)[CH:16]=[CH:15]5)[CH:10]=1.[Li]CCCC.[CH2:38]([O:40][SiH:41]([O:45][CH2:46][CH3:47])[O:42][CH2:43][CH3:44])[CH3:39], predict the reaction product. The product is: [CH2:38]([O:40][SiH:41]([O:45][CH2:46][CH3:47])[O:42][CH2:43][CH3:44])[CH3:39].[CH:10]1[C:11]2[C:32]3[C:27]4[C:26](=[CH:25][CH:24]=[C:23]5[C:28]=4[C:29]4[C:20](=[CH:19][CH:18]=[C:17]6[C:30]=4[C:31]=3[C:14](=[CH:13][CH:12]=2)[CH:15]=[CH:16]6)[CH:21]=[CH:22]5)[CH:9]=1.